From a dataset of Catalyst prediction with 721,799 reactions and 888 catalyst types from USPTO. Predict which catalyst facilitates the given reaction. (1) Reactant: F[C:2]1[CH:21]=[CH:20][C:5]([C:6]([NH:8][C:9]2[CH:14]=[CH:13][C:12]([O:15][C:16]([F:19])([F:18])[F:17])=[CH:11][CH:10]=2)=[O:7])=[CH:4][C:3]=1[C:22]1[S:26][CH:25]=[N:24][CH:23]=1.[NH:27]1[CH2:31][C@H:30]([OH:32])[C@@H:29]([OH:33])[CH2:28]1. Product: [OH:33][C@@H:29]1[C@@H:30]([OH:32])[CH2:31][N:27]([C:2]2[CH:21]=[CH:20][C:5]([C:6]([NH:8][C:9]3[CH:14]=[CH:13][C:12]([O:15][C:16]([F:19])([F:18])[F:17])=[CH:11][CH:10]=3)=[O:7])=[CH:4][C:3]=2[C:22]2[S:26][CH:25]=[N:24][CH:23]=2)[CH2:28]1. The catalyst class is: 16. (2) Reactant: [CH3:1][O:2][C:3]([CH:5]1[CH2:10][CH2:9][CH:8]([C:11](O)=[O:12])[CH2:7][CH2:6]1)=[O:4].C(O)(=O)C.O. Product: [OH:12][CH2:11][CH:8]1[CH2:7][CH2:6][CH:5]([C:3]([O:2][CH3:1])=[O:4])[CH2:10][CH2:9]1. The catalyst class is: 7. (3) Reactant: [Br:1][C:2]1[CH:11]=[C:10]([C:12]([O:14]C)=[O:13])[CH:9]=[CH:8][C:3]=1[C:4]([O:6][CH3:7])=[O:5].[OH-].[Na+].O. Product: [Br:1][C:2]1[CH:11]=[C:10]([CH:9]=[CH:8][C:3]=1[C:4]([O:6][CH3:7])=[O:5])[C:12]([OH:14])=[O:13]. The catalyst class is: 5. (4) Reactant: [CH3:1][O:2][C:3]1[CH:10]=[CH:9][C:6]([CH:7]=O)=[C:5]([CH3:11])[CH:4]=1.C(O)(=O)[CH2:13][C:14]([OH:16])=[O:15].N1CCCCC1. Product: [CH3:1][O:2][C:3]1[CH:10]=[CH:9][C:6](/[CH:7]=[CH:13]/[C:14]([OH:16])=[O:15])=[C:5]([CH3:11])[CH:4]=1. The catalyst class is: 17. (5) Reactant: Cl.[F:2][C:3]([F:21])([F:20])[C:4]1[CH:5]=[C:6]([CH:14]2[CH2:19][CH2:18][NH:17][CH2:16][CH2:15]2)[CH:7]=[C:8]([C:10]([F:13])([F:12])[F:11])[CH:9]=1.[C:22]([O:26][C:27]([N:29]1[CH2:34][CH2:33][C:32]2[NH:35][N:36]=[C:37]([C:38](O)=[O:39])[C:31]=2[CH2:30]1)=[O:28])([CH3:25])([CH3:24])[CH3:23].C(N(C(C)C)CC)(C)C.CCN=C=NCCCN(C)C.C1C=CC2N(O)N=NC=2C=1. Product: [F:21][C:3]([F:2])([F:20])[C:4]1[CH:5]=[C:6]([CH:14]2[CH2:19][CH2:18][N:17]([C:38]([C:37]3[C:31]4[CH2:30][N:29]([C:27]([O:26][C:22]([CH3:25])([CH3:24])[CH3:23])=[O:28])[CH2:34][CH2:33][C:32]=4[NH:35][N:36]=3)=[O:39])[CH2:16][CH2:15]2)[CH:7]=[C:8]([C:10]([F:12])([F:13])[F:11])[CH:9]=1. The catalyst class is: 18.